Dataset: NCI-60 drug combinations with 297,098 pairs across 59 cell lines. Task: Regression. Given two drug SMILES strings and cell line genomic features, predict the synergy score measuring deviation from expected non-interaction effect. (1) Drug 1: C1=CC(=CC=C1C#N)C(C2=CC=C(C=C2)C#N)N3C=NC=N3. Drug 2: N.N.Cl[Pt+2]Cl. Cell line: M14. Synergy scores: CSS=21.6, Synergy_ZIP=0.978, Synergy_Bliss=-0.298, Synergy_Loewe=-0.708, Synergy_HSA=-1.39. (2) Synergy scores: CSS=0.108, Synergy_ZIP=1.35, Synergy_Bliss=4.69, Synergy_Loewe=-1.95, Synergy_HSA=-0.480. Cell line: 786-0. Drug 2: C1=NC2=C(N=C(N=C2N1C3C(C(C(O3)CO)O)O)F)N. Drug 1: CC1=CC=C(C=C1)C2=CC(=NN2C3=CC=C(C=C3)S(=O)(=O)N)C(F)(F)F. (3) Drug 1: COC1=CC(=CC(=C1O)OC)C2C3C(COC3=O)C(C4=CC5=C(C=C24)OCO5)OC6C(C(C7C(O6)COC(O7)C8=CC=CS8)O)O. Drug 2: C1=NC2=C(N1)C(=S)N=C(N2)N. Cell line: HT29. Synergy scores: CSS=63.4, Synergy_ZIP=8.76, Synergy_Bliss=5.60, Synergy_Loewe=5.07, Synergy_HSA=8.35. (4) Drug 1: CS(=O)(=O)C1=CC(=C(C=C1)C(=O)NC2=CC(=C(C=C2)Cl)C3=CC=CC=N3)Cl. Drug 2: C1CNP(=O)(OC1)N(CCCl)CCCl. Cell line: EKVX. Synergy scores: CSS=5.57, Synergy_ZIP=-0.617, Synergy_Bliss=-0.292, Synergy_Loewe=-18.1, Synergy_HSA=-2.91. (5) Drug 1: CC1=C(C(=CC=C1)Cl)NC(=O)C2=CN=C(S2)NC3=CC(=NC(=N3)C)N4CCN(CC4)CCO. Drug 2: C1=CC=C(C(=C1)C(C2=CC=C(C=C2)Cl)C(Cl)Cl)Cl. Cell line: RPMI-8226. Synergy scores: CSS=-12.0, Synergy_ZIP=8.54, Synergy_Bliss=1.90, Synergy_Loewe=-11.2, Synergy_HSA=-11.6. (6) Drug 1: CC1=C2C(C(=O)C3(C(CC4C(C3C(C(C2(C)C)(CC1OC(=O)C(C(C5=CC=CC=C5)NC(=O)C6=CC=CC=C6)O)O)OC(=O)C7=CC=CC=C7)(CO4)OC(=O)C)O)C)OC(=O)C. Drug 2: C1CNP(=O)(OC1)N(CCCl)CCCl. Cell line: COLO 205. Synergy scores: CSS=31.2, Synergy_ZIP=0.0102, Synergy_Bliss=-1.45, Synergy_Loewe=-47.3, Synergy_HSA=-2.62. (7) Drug 1: C1=CC=C(C=C1)NC(=O)CCCCCCC(=O)NO. Drug 2: CC12CCC3C(C1CCC2OP(=O)(O)O)CCC4=C3C=CC(=C4)OC(=O)N(CCCl)CCCl.[Na+]. Cell line: OVCAR-4. Synergy scores: CSS=0.166, Synergy_ZIP=3.36, Synergy_Bliss=10.0, Synergy_Loewe=-3.55, Synergy_HSA=-2.28. (8) Drug 1: COC1=C(C=C2C(=C1)N=CN=C2NC3=CC(=C(C=C3)F)Cl)OCCCN4CCOCC4. Drug 2: CN(C)N=NC1=C(NC=N1)C(=O)N. Cell line: NCI-H322M. Synergy scores: CSS=45.2, Synergy_ZIP=3.06, Synergy_Bliss=2.76, Synergy_Loewe=-16.5, Synergy_HSA=1.16. (9) Drug 1: CCCCC(=O)OCC(=O)C1(CC(C2=C(C1)C(=C3C(=C2O)C(=O)C4=C(C3=O)C=CC=C4OC)O)OC5CC(C(C(O5)C)O)NC(=O)C(F)(F)F)O. Drug 2: C1CN(CCN1C(=O)CCBr)C(=O)CCBr. Cell line: UO-31. Synergy scores: CSS=27.7, Synergy_ZIP=-6.86, Synergy_Bliss=-3.40, Synergy_Loewe=-4.44, Synergy_HSA=-3.47.